From a dataset of Catalyst prediction with 721,799 reactions and 888 catalyst types from USPTO. Predict which catalyst facilitates the given reaction. (1) Reactant: [C:1]([O:5][C:6](=[O:14])[NH:7][C:8]1[S:12][C:11](Br)=[N:10][CH:9]=1)([CH3:4])([CH3:3])[CH3:2].[CH2:15]([Sn](CCCC)(CCCC)C=C)[CH2:16]CC.C(C1C=C(C)C=C(C(C)(C)C)C=1O)(C)(C)C. Product: [C:1]([O:5][C:6](=[O:14])[NH:7][C:8]1[S:12][C:11]([CH:15]=[CH2:16])=[N:10][CH:9]=1)([CH3:4])([CH3:3])[CH3:2]. The catalyst class is: 755. (2) Reactant: [O:1]=[C:2]([NH:9][C:10]1[CH:15]=[CH:14][CH:13]=[C:12]([C:16]([F:19])([F:18])[F:17])[CH:11]=1)[CH2:3][C:4]([O:6]CC)=[O:5].CO[CH:22]=[CH:23][C:24](=O)[CH:25]([CH3:27])[CH3:26].C[O-].[Na+].[OH-].[Na+]. Product: [CH:25]([C:24]1[N:9]([C:10]2[CH:15]=[CH:14][CH:13]=[C:12]([C:16]([F:17])([F:18])[F:19])[CH:11]=2)[C:2](=[O:1])[C:3]([C:4]([OH:6])=[O:5])=[CH:22][CH:23]=1)([CH3:27])[CH3:26]. The catalyst class is: 40. (3) Reactant: [CH3:1][O:2][C:3]1[CH:4]=[C:5]2[C:10](=[CH:11][C:12]=1[O:13][CH3:14])[C:9]([C:15](=[O:24])[C:16]1[CH:21]=[CH:20][CH:19]=[C:18]([O:22][CH3:23])[CH:17]=1)=[N:8][CH:7]=[C:6]2[C:25](O)=[O:26].[Cl-].[NH4+].C([N:32](CC)CC)C.O. Product: [CH3:1][O:2][C:3]1[CH:4]=[C:5]2[C:10](=[CH:11][C:12]=1[O:13][CH3:14])[C:9]([C:15](=[O:24])[C:16]1[CH:21]=[CH:20][CH:19]=[C:18]([O:22][CH3:23])[CH:17]=1)=[N:8][CH:7]=[C:6]2[C:25]([NH2:32])=[O:26]. The catalyst class is: 42. (4) Reactant: [NH:1]1[CH2:6][CH2:5][NH:4][CH2:3][C:2]1=[O:7].C(N(CC)CC)C.[CH:15]1[C:24]2[C:19](=[CH:20][CH:21]=[CH:22][CH:23]=2)[CH:18]=[CH:17][C:16]=1[S:25](Cl)(=[O:27])=[O:26]. Product: [CH:15]1[C:24]2[C:19](=[CH:20][CH:21]=[CH:22][CH:23]=2)[CH:18]=[CH:17][C:16]=1[S:25]([N:4]1[CH2:5][CH2:6][NH:1][C:2](=[O:7])[CH2:3]1)(=[O:26])=[O:27]. The catalyst class is: 118. (5) Reactant: [N:1]1[CH:6]=[CH:5][CH:4]=[C:3]([CH2:7][C:8]([OH:10])=[O:9])[CH:2]=1.[ClH:11].O. Product: [ClH:11].[N:1]1[CH:6]=[CH:5][CH:4]=[C:3]([CH2:7][C:8]([OH:10])=[O:9])[CH:2]=1. The catalyst class is: 11.